From a dataset of hERG Central: cardiac toxicity at 1µM, 10µM, and general inhibition. Predict hERG channel inhibition at various concentrations. (1) The compound is N#Cc1ccc(CSc2nnc(-c3ccccn3)n2-c2ccc(Cl)cc2)cc1. Results: hERG_inhib (hERG inhibition (general)): blocker. (2) The compound is CN(Cc1ccc(F)cc1)C(=O)c1cccc(OC2CCN(C3CCCC3)CC2)c1. Results: hERG_inhib (hERG inhibition (general)): blocker. (3) The molecule is CC1Cc2ccccc2N1S(=O)(=O)c1cccc(C(=O)NCCCn2ccnc2)c1. Results: hERG_inhib (hERG inhibition (general)): blocker. (4) The molecule is C[C@H]1C=C(C(=O)N2CCN(Cc3ccc4c(c3)OCO4)CC2)O[C@@H](OCc2ccc(CO)cc2)C1. Results: hERG_inhib (hERG inhibition (general)): blocker.